Dataset: Full USPTO retrosynthesis dataset with 1.9M reactions from patents (1976-2016). Task: Predict the reactants needed to synthesize the given product. (1) Given the product [Cl:18][C:4]1[CH:3]=[C:2]([NH:27][C:21]2[CH:22]=[CH:23][C:24]([F:26])=[CH:25][C:20]=2[F:19])[CH:7]=[CH:6][C:5]=1[C:8]([C:10]1[CH:15]=[C:14]([OH:16])[CH:13]=[CH:12][C:11]=1[F:17])=[O:9], predict the reactants needed to synthesize it. The reactants are: Br[C:2]1[CH:7]=[CH:6][C:5]([C:8]([C:10]2[CH:15]=[C:14]([OH:16])[CH:13]=[CH:12][C:11]=2[F:17])=[O:9])=[C:4]([Cl:18])[CH:3]=1.[F:19][C:20]1[CH:25]=[C:24]([F:26])[CH:23]=[CH:22][C:21]=1[NH2:27].C1C=CC(P(C2C=CC3C(=CC=CC=3)C=2C2C3C(=CC=CC=3)C=CC=2P(C2C=CC=CC=2)C2C=CC=CC=2)C2C=CC=CC=2)=CC=1.C([O-])([O-])=O.[Cs+].[Cs+]. (2) Given the product [CH3:1][O:8][C:9]1[C:10]([CH2:17][C:19]2[CH:24]=[CH:23][C:22]([O:25][CH3:26])=[CH:21][CH:20]=2)=[C:11]([OH:15])[CH:12]=[CH:13][CH:14]=1, predict the reactants needed to synthesize it. The reactants are: [CH2:1]([O:8][C:9]1[CH:14]=[CH:13][CH:12]=[C:11]([O:15]C)[C:10]=1[CH:17]([C:19]1[CH:24]=[CH:23][C:22]([O:25][CH3:26])=[CH:21][CH:20]=1)O)C1C=CC=CC=1.Cl. (3) Given the product [Br:9][C:5]1[CH:6]=[C:7]([F:8])[C:2]([N:20]2[CH2:19][CH2:18][N:17]([C:10]([O:12][C:13]([CH3:16])([CH3:15])[CH3:14])=[O:11])[CH2:22][CH2:21]2)=[N:3][CH:4]=1, predict the reactants needed to synthesize it. The reactants are: Cl[C:2]1[C:7]([F:8])=[CH:6][C:5]([Br:9])=[CH:4][N:3]=1.[C:10]([N:17]1[CH2:22][CH2:21][NH:20][CH2:19][CH2:18]1)([O:12][C:13]([CH3:16])([CH3:15])[CH3:14])=[O:11].C([O-])([O-])=O.[K+].[K+].CS(C)=O. (4) The reactants are: [H-].[Al+3].[Li+].[H-].[H-].[H-].C[O:8][C:9]([CH2:11][C:12]1[S:13][CH:14]=[CH:15][C:16]=1[C:17](OC)=[O:18])=O.O.[OH-].[Na+]. Given the product [OH:18][CH2:17][C:16]1[CH:15]=[CH:14][S:13][C:12]=1[CH2:11][CH2:9][OH:8], predict the reactants needed to synthesize it.